This data is from Reaction yield outcomes from USPTO patents with 853,638 reactions. The task is: Predict the reaction yield, written as a fraction of the theoretical maximum amount of product (1.0 means a 100% yield; for example, 0.34 means a 34% yield). (1) The reactants are [C:1](O)(=[O:5])[C:2]([CH3:4])=O.[CH3:7][O:8][C:9]1[CH:10]=[C:11]([NH2:16])[C:12]([NH2:15])=[CH:13][CH:14]=1.[OH-].[Na+]. The catalyst is S(=O)(=O)(O)O. The product is [CH3:7][O:8][C:9]1[CH:10]=[C:11]2[C:12]([N:15]=[C:2]([CH3:4])[C:1](=[O:5])[NH:16]2)=[CH:13][CH:14]=1. The yield is 0.910. (2) The reactants are COC1C=CC(C[NH:8][C:9]2[C:18]3[C:13](=[CH:14][CH:15]=[CH:16][CH:17]=3)[NH:12][C:11](=[O:19])[C:10]=2[C:20]([O:22][CH3:23])=[O:21])=CC=1. The catalyst is C(O)(C(F)(F)F)=O. The product is [NH2:8][C:9]1[C:18]2[C:13](=[CH:14][CH:15]=[CH:16][CH:17]=2)[NH:12][C:11](=[O:19])[C:10]=1[C:20]([O:22][CH3:23])=[O:21]. The yield is 0.420. (3) The reactants are [CH3:1][O:2][C:3]1[CH:4]=[C:5]2[C:10](=[CH:11][CH:12]=1)[C:9](=[O:13])[NH:8][CH2:7][CH2:6]2.[H-].[Na+].[CH2:16](I)[CH3:17]. The catalyst is C1COCC1. The product is [CH2:16]([N:8]1[CH2:7][CH2:6][C:5]2[C:10](=[CH:11][CH:12]=[C:3]([O:2][CH3:1])[CH:4]=2)[C:9]1=[O:13])[CH3:17]. The yield is 0.780. (4) The reactants are [S:1]1[C:5]2[CH:6]=[C:7]([N:10]3[CH2:14][C:13]([CH3:16])([CH3:15])[NH:12][C:11]3=[O:17])[CH:8]=[CH:9][C:4]=2[N:3]=[CH:2]1.Br[C:19]1[CH:20]=[N:21][CH:22]=[CH:23][CH:24]=1.N[C@@H]1CCCC[C@H]1N.P([O-])([O-])([O-])=O.[K+].[K+].[K+]. The catalyst is [Cu](I)I.O1CCOCC1. The product is [S:1]1[C:5]2[CH:6]=[C:7]([N:10]3[CH2:14][C:13]([CH3:15])([CH3:16])[N:12]([C:19]4[CH:20]=[N:21][CH:22]=[CH:23][CH:24]=4)[C:11]3=[O:17])[CH:8]=[CH:9][C:4]=2[N:3]=[CH:2]1. The yield is 0.114. (5) The product is [Cl:16][C:6]1[N:7]=[C:8]([C:12]([F:15])([F:14])[F:13])[CH:9]=[C:10]2[CH:18]=[CH:3][NH:4][C:5]=12. The reactants are CO[C:3](=O)[NH:4][C:5]1[C:6]([Cl:16])=[N:7][C:8]([C:12]([F:15])([F:14])[F:13])=[CH:9][C:10]=1I.[CH:18]([Li])(CC)C.COC(=O)NC1C(Cl)=NC(C(F)(F)F)=CC=1.CN(C)CCN(C)C.II. The catalyst is C1COCC1. The yield is 0.540. (6) The reactants are [CH3:1][NH:2][CH2:3][C:4]1[CH:9]=[CH:8][N:7]=[CH:6][CH:5]=1.C(N(CC)CC)C.[Cl:17][C:18]1[N:23]=[C:22]([Cl:24])[C:21]([F:25])=[C:20](Cl)[N:19]=1. The catalyst is C1COCC1.O. The product is [Cl:17][C:18]1[N:19]=[C:20]([N:2]([CH3:1])[CH2:3][C:4]2[CH:9]=[CH:8][N:7]=[CH:6][CH:5]=2)[C:21]([F:25])=[C:22]([Cl:24])[N:23]=1. The yield is 0.490.